Dataset: NCI-60 drug combinations with 297,098 pairs across 59 cell lines. Task: Regression. Given two drug SMILES strings and cell line genomic features, predict the synergy score measuring deviation from expected non-interaction effect. Drug 1: C1=CC=C(C(=C1)C(C2=CC=C(C=C2)Cl)C(Cl)Cl)Cl. Drug 2: C1=NC2=C(N1)C(=S)N=CN2. Cell line: ACHN. Synergy scores: CSS=6.19, Synergy_ZIP=-7.37, Synergy_Bliss=2.77, Synergy_Loewe=-19.5, Synergy_HSA=1.88.